From a dataset of Forward reaction prediction with 1.9M reactions from USPTO patents (1976-2016). Predict the product of the given reaction. (1) Given the reactants [F:1][C:2]([F:12])([F:11])[C:3]1[CH:4]=[C:5]([CH:8]=[CH:9][CH:10]=1)[CH2:6]Br.[CH2:13]([O:15][C:16](=[O:41])[C:17]([O:36][CH2:37][CH2:38][CH2:39][CH3:40])([CH3:35])[CH2:18][C:19]1[CH:24]=[CH:23][C:22]([O:25][CH2:26][CH2:27][CH:28]2[CH2:32][NH:31][C:30](=[O:33])[N:29]2[CH3:34])=[CH:21][CH:20]=1)[CH3:14].[H-].[Na+], predict the reaction product. The product is: [CH2:13]([O:15][C:16](=[O:41])[C:17]([O:36][CH2:37][CH2:38][CH2:39][CH3:40])([CH3:35])[CH2:18][C:19]1[CH:20]=[CH:21][C:22]([O:25][CH2:26][CH2:27][CH:28]2[CH2:32][N:31]([CH2:6][C:5]3[CH:8]=[CH:9][CH:10]=[C:3]([C:2]([F:12])([F:11])[F:1])[CH:4]=3)[C:30](=[O:33])[N:29]2[CH3:34])=[CH:23][CH:24]=1)[CH3:14]. (2) The product is: [ClH:2].[Cl:2][C:3]1[CH:8]=[C:7]([F:9])[CH:6]=[CH:5][C:4]=1[CH:10]1[CH2:11][CH:12]([C:13]([O:15][CH3:16])=[O:14])[CH2:17][CH2:18][NH:19]1. Given the reactants Cl.[Cl:2][C:3]1[CH:8]=[C:7]([F:9])[CH:6]=[CH:5][C:4]=1[C:10]1[CH:11]=[C:12]([CH:17]=[CH:18][N:19]=1)[C:13]([O:15][CH3:16])=[O:14], predict the reaction product. (3) Given the reactants [CH2:1]([C:3]1[S:43][C:6]2[N:7]([CH2:24][C:25]3[CH:30]=[CH:29][C:28]([C:31]4[CH:36]=[CH:35][CH:34]=[CH:33][C:32]=4[C:37]4[NH:41][C:40](=[O:42])[O:39][N:38]=4)=[CH:27][CH:26]=3)[C:8](=[O:23])[N:9]([CH2:12][C:13]([C:15]3[CH:20]=[CH:19][C:18]([O:21][CH3:22])=[CH:17][CH:16]=3)=[O:14])[C:10](=[O:11])[C:5]=2[CH:4]=1)[CH3:2].[BH4-].[Na+], predict the reaction product. The product is: [CH2:1]([C:3]1[S:43][C:6]2[N:7]([CH2:24][C:25]3[CH:30]=[CH:29][C:28]([C:31]4[CH:36]=[CH:35][CH:34]=[CH:33][C:32]=4[C:37]4[NH:41][C:40](=[O:42])[O:39][N:38]=4)=[CH:27][CH:26]=3)[C:8](=[O:23])[N:9]([CH2:12][CH:13]([OH:14])[C:15]3[CH:20]=[CH:19][C:18]([O:21][CH3:22])=[CH:17][CH:16]=3)[C:10](=[O:11])[C:5]=2[CH:4]=1)[CH3:2]. (4) Given the reactants [OH:1][C:2]1[CH:7]=[CH:6][C:5]([CH:8]([OH:24])[CH:9]([N:11]2[CH2:16][CH2:15][C:14]([OH:23])([C:17]3[CH:22]=[CH:21][CH:20]=[CH:19][CH:18]=3)[CH2:13][CH2:12]2)[CH3:10])=[CH:4][CH:3]=1.[C:25]([OH:34])(=[O:33])[C@H:26]([C@@H:28]([C:30]([OH:32])=[O:31])[OH:29])[OH:27], predict the reaction product. The product is: [C:30]([C@H:28]([C@@H:26]([C:25]([O-:34])=[O:33])[OH:27])[OH:29])([O-:32])=[O:31].[OH:1][C:2]1[CH:7]=[CH:6][C:5]([C@H:8]([OH:24])[C@@H:9]([N:11]2[CH2:12][CH2:13][C:14]([OH:23])([C:17]3[CH:18]=[CH:19][CH:20]=[CH:21][CH:22]=3)[CH2:15][CH2:16]2)[CH3:10])=[CH:4][CH:3]=1. (5) Given the reactants [CH2:1]([N:3]1[CH2:7][CH2:6][CH2:5][C@H:4]1[C:8]([OH:10])=[O:9])[CH3:2].C(N1CCC[C@@H]1C(OC(C)(C)C)=O)C, predict the reaction product. The product is: [CH2:1]([N:3]1[CH2:7][CH2:6][CH2:5][C@@H:4]1[C:8]([OH:10])=[O:9])[CH3:2]. (6) Given the reactants [CH2:1]([N:8]1[CH2:13][CH2:12][N:11]([CH2:14][CH2:15][C:16]2([CH2:21][NH:22][C:23](=[O:28])[CH2:24][CH2:25][CH2:26]Cl)[CH2:20][CH2:19][CH2:18][CH2:17]2)[CH2:10][CH2:9]1)[C:2]1[CH:7]=[CH:6][CH:5]=[CH:4][CH:3]=1.[H-].[Na+].O, predict the reaction product. The product is: [CH2:1]([N:8]1[CH2:13][CH2:12][N:11]([CH2:14][CH2:15][C:16]2([CH2:21][N:22]3[CH2:26][CH2:25][CH2:24][C:23]3=[O:28])[CH2:20][CH2:19][CH2:18][CH2:17]2)[CH2:10][CH2:9]1)[C:2]1[CH:7]=[CH:6][CH:5]=[CH:4][CH:3]=1.